Dataset: Experimentally validated miRNA-target interactions with 360,000+ pairs, plus equal number of negative samples. Task: Binary Classification. Given a miRNA mature sequence and a target amino acid sequence, predict their likelihood of interaction. (1) The miRNA is hsa-miR-23b-5p with sequence UGGGUUCCUGGCAUGCUGAUUU. The protein sequence of the target gene is MALRRALPALRPCIPRFVQLSTAPASREQPAAGPAAVPGGGSATAVRPPVPAVDFGNAQEAYRSRRTWELARSLLVLRLCAWPALLARHEQLLYVSRKLLGQRLFNKLMKMTFYGHFVAGEDQESIQPLLRHYRAFGVSAILDYGVEEDLSPEEAEHKEMESCTSAAERDGSGTNKRDKQYQAHRAFGDRRNGVISARTYFYANEAKCDSHMETFLRCIEASGRVSDDGFIAIKLTALGRPQFLLQFSEVLAKWRCFFHQMAVEQGQAGLAAMDTKLEVAVLQESVAKLGIASRAEIEDW.... Result: 1 (interaction). (2) The miRNA is hsa-miR-2277-5p with sequence AGCGCGGGCUGAGCGCUGCCAGUC. The protein sequence of the target gene is MHLSQLLACALLLTLLSLRPSEAKPGAPPKVPRTPPAEELAEPQAAGGGQKKGDKAPGGGGANLKGDRSRLLRDLRVDTKSRAAWARLLQEHPNARKYKGANKKGLSKGCFGLKLDRIGSMSGLGC. Result: 0 (no interaction). (3) The protein sequence of the target gene is MGPLPRTVELFYDVLSPYSWLGFEILCRYQNIWNINLQLRPSLITGIMKDSGNKPPGLLPRKGLYMANDLKLLRHHLQIPIHFPKDFLSVMLEKGSLSAMRFLTAVNLEHPEMLEKASRELWMRVWSRNEDITEPQSILAAAEKAGMSAEQAQGLLEKIATPKVKNQLKETTEAACRYGAFGLPITVAHVDGQTHMLFGSDRMELLAHLLGEKWMGPIPPAVNARL. The miRNA is hsa-miR-193b-5p with sequence CGGGGUUUUGAGGGCGAGAUGA. Result: 1 (interaction). (4) The miRNA is hsa-miR-205-5p with sequence UCCUUCAUUCCACCGGAGUCUG. The protein sequence of the target gene is MASNSLFSTVTPCQQNFFWDPSTSRRFSPPSSSLQPGKMSDVSPVVAAQQQQQQQQQQQQQQQQQQQQQQQEAAAAAAAAAAAAAAAAAVPRLRPPHDNRTMVEIIADHPAELVRTDSPNFLCSVLPSHWRCNKTLPVAFKVVALGEVPDGTVVTVMAGNDENYSAELRNASAVMKNQVARFNDLRFVGRSGRGKSFTLTITVFTNPPQVATYHRAIKVTVDGPREPRRHRQKLDDSKPSLFSDRLSDLGRIPHPSMRVGVPPQNPRPSLNSAPSPFNPQGQSQITDPRQAQSSPPWSYD.... Result: 1 (interaction). (5) The miRNA is hsa-miR-3192-5p with sequence UCUGGGAGGUUGUAGCAGUGGAA. The protein sequence of the target gene is MGFLSPIYVIFFFFGVKVHCQYETYQWDEDYDQEPDDDYQTGFPFRQNVDYGVPFHQYTLGCVSECFCPTNFPSSMYCDNRKLKTIPNIPMHIQQLYLQFNEIEAVTANSFINATHLKEINLSHNKIKSQKIDYGVFAKLPNLLQLHLEHNNLEEFPFPLPKSLERLLLGYNEISKLQTNAMDGLVNLTMLDLCYNYLHDSLLKDKIFAKMEKLMQLNLCSNRLESMPPGLPSSLMYLSLENNSISSIPEKYFDKLPKLHTLRMSHNKLQDIPYNIFNLPNIVELSVGHNKLKQAFYIPR.... Result: 0 (no interaction). (6) The miRNA is hsa-miR-573 with sequence CUGAAGUGAUGUGUAACUGAUCAG. The protein sequence of the target gene is MGNTLTCCVSPNASPKLGRRAGSAELYCASDIYEAVSGDAVAVAPAVVEPAELDFGEGEGHHLQHISDREMPEDLALESNPSDHPRASTIFLSKSQTDVREKRKSNHLNHVSPGQLTKKYSSCSTIFLDDSTVSQPNLRTTVKCVTLAIYYHIKNRDANRSLDIFDERSHPLTREKVPEEYFKHDPEHKFIYRFVRTLFSAAQLTAECAIVTLVYLERLLTYAEIDICPTNWKRIVLGAILLASKVWDDQAVWNVDYCQILKDITVEDMNEMERHFLELLQFNINVPASVYAKYYFDLRS.... Result: 0 (no interaction). (7) The miRNA is hsa-miR-374b-5p with sequence AUAUAAUACAACCUGCUAAGUG. The protein sequence of the target gene is MAEVPEDYDSGPDEDGELEPERPELPGLHKLYENAEPDTMAKADSKLPAEIYQEPQPETEEEDFKEGEPDSAKNVQLKPGGTSQEGIAKESKRDVPSETEPGIHQEVKSETSREMGEFFKDLEAPMDETHKESDLEPPEEAKPNVTEDVFLESAMETDPDPVPPTETMSEVSGATVRERNLELLEEETEPGVPEESLRVQHEETGLEPPEQTKQDFPSEKLGESLEETDLQPPKMTKPETPEETQRESTEKKRTEPPEQARLEFLEKEPRKSSEEAGLEPPEETQPEVPEEMQRKATEEK.... Result: 0 (no interaction). (8) The miRNA is mmu-miR-6955-3p with sequence ACACCUGUCUCCUUUGCCCACA. The protein sequence of the target gene is MDSSNCKVIAPLLSQRYRRMVTKDGHSTLQMDGAQRGLAYLRDAWGILMDMRWRWMMLVFSASFVVHWLVFAVLWYVLAEMNGDLELDHDAPPENHTICVKYITSFTAAFSFSLETQLTIGYGTMFPSGDCPSAIALLAIQMLLGLMLEAFITGAFVAKIARPKNRAFSIRFTDTAVVAHMDGKPNLIFQVANTRPSPLTSVRVSAVLYQERENGKLYQTSVDFHLDGISSDECPFFIFPLTYYHSITPSSPLATLLQHENPSHFELVVFLSAMQEGTGEICQRRTSYLPSEIMLHHCFA.... Result: 0 (no interaction).